Predict the product of the given reaction. From a dataset of Forward reaction prediction with 1.9M reactions from USPTO patents (1976-2016). (1) Given the reactants [Cl:1][C:2]1[CH:7]=[CH:6][C:5]([CH:8]([C:21]2[CH:26]=[CH:25][C:24]([Cl:27])=[CH:23][CH:22]=2)[C:9]2[C:17]3[C:12](=[C:13]([CH2:18][S:19][CH3:20])[CH:14]=[CH:15][CH:16]=3)[NH:11][CH:10]=2)=[CH:4][CH:3]=1.ClCCl.ClC1C=CC=C(C(OO)=[O:39])C=1, predict the reaction product. The product is: [Cl:1][C:2]1[CH:7]=[CH:6][C:5]([CH:8]([C:21]2[CH:22]=[CH:23][C:24]([Cl:27])=[CH:25][CH:26]=2)[C:9]2[C:17]3[C:12](=[C:13]([CH2:18][S:19]([CH3:20])=[O:39])[CH:14]=[CH:15][CH:16]=3)[NH:11][CH:10]=2)=[CH:4][CH:3]=1. (2) Given the reactants [CH3:1][C:2]([CH3:7])([CH3:6])[C:3]([NH2:5])=[O:4].C(Cl)(=O)[C:9](Cl)=[O:10].[NH2:14][C:15]1[N:20]=[C:19]([CH3:21])[C:18]([O:22][C:23]2[CH:28]=[CH:27][N:26]=[C:25]([NH:29][C:30](=[O:33])[CH2:31][CH3:32])[CH:24]=2)=[CH:17][CH:16]=1, predict the reaction product. The product is: [CH3:21][C:19]1[N:20]=[C:15]([NH:14][C:9]([NH:5][C:3](=[O:4])[C:2]([CH3:7])([CH3:6])[CH3:1])=[O:10])[CH:16]=[CH:17][C:18]=1[O:22][C:23]1[CH:28]=[CH:27][N:26]=[C:25]([NH:29][C:30](=[O:33])[CH2:31][CH3:32])[CH:24]=1. (3) The product is: [NH2:7][CH2:8][C:9]1[CH:14]=[CH:13][C:12]([O:15][CH2:16][CH2:17][OH:18])=[CH:11][C:10]=1[O:19][CH3:20]. Given the reactants C(OC(=O)[NH:7][CH2:8][C:9]1[CH:14]=[CH:13][C:12]([O:15][CH2:16][CH2:17][OH:18])=[CH:11][C:10]=1[O:19][CH3:20])(C)(C)C.Cl, predict the reaction product. (4) The product is: [CH3:22][O:21][C:9]1[CH:10]=[C:11]2[C:16](=[CH:17][C:8]=1[N:1]1[CH2:6][CH2:5][O:4][CH2:3][CH2:2]1)[N:15]=[CH:14][C:13]([C:18]#[N:19])=[C:12]2[CH3:20]. Given the reactants [NH:1]1[CH2:6][CH2:5][O:4][CH2:3][CH2:2]1.F[C:8]1[CH:17]=[C:16]2[C:11]([C:12]([CH3:20])=[C:13]([C:18]#[N:19])[CH:14]=[N:15]2)=[CH:10][C:9]=1[O:21][CH3:22], predict the reaction product. (5) Given the reactants [C:1]([O:5][C:6]([NH:8][C@H:9]([C:13]([OH:15])=O)[CH2:10][O:11][CH3:12])=[O:7])([CH3:4])([CH3:3])[CH3:2].[CH3:16][NH:17][CH3:18].C(N(C(C)C)C(C)C)C.F[P-](F)(F)(F)(F)F.N1(OC(N(C)C)=[N+](C)C)C2N=CC=CC=2N=N1, predict the reaction product. The product is: [C:1]([O:5][C:6]([NH:8][C@H:9]([C:13]([N:17]([CH3:18])[CH3:16])=[O:15])[CH2:10][O:11][CH3:12])=[O:7])([CH3:4])([CH3:3])[CH3:2]. (6) Given the reactants [Cl:1][C:2]1[CH:7]=[CH:6][C:5]([S:8]([N:11]([CH2:19][C:20]2[CH:28]=[CH:27][C:23]([C:24]([OH:26])=O)=[CH:22][CH:21]=2)[CH2:12][C:13]2[CH:18]=[CH:17][CH:16]=[CH:15][N:14]=2)(=[O:10])=[O:9])=[CH:4][CH:3]=1.C[CH2:30][CH2:31][C:32](=S(=O)=O)[S:33]([NH2:36])(=[O:35])=[O:34], predict the reaction product. The product is: [CH3:5][S:8]([CH2:30][CH2:31][CH2:32][S:33]([NH:36][C:24](=[O:26])[C:23]1[CH:22]=[CH:21][C:20]([CH2:19][N:11]([S:8]([C:5]2[CH:4]=[CH:3][C:2]([Cl:1])=[CH:7][CH:6]=2)(=[O:10])=[O:9])[CH2:12][C:13]2[CH:18]=[CH:17][CH:16]=[CH:15][N:14]=2)=[CH:28][CH:27]=1)(=[O:34])=[O:35])(=[O:10])=[O:9]. (7) Given the reactants [Cl:1][C:2]1[C:7]([CH2:8][C:9]#[N:10])=[C:6]([N:11]([CH3:13])[CH3:12])[N:5]=[C:4]([CH2:14][C:15]2[CH:20]=[CH:19][C:18](NC(C3C=CC4C(=CC=CC=4)C=3)=O)=[CH:17][CH:16]=2)[N:3]=1.[N-:34]=[N+:35]=[N-:36].[Na+].[CH3:38][CH:39](O)[CH3:40].[OH2:42], predict the reaction product. The product is: [Cl:1][C:2]1[C:7]([CH2:8][C:9]2[NH:10][N:36]=[N:35][N:34]=2)=[C:6]([N:11]([CH3:13])[CH3:12])[N:5]=[C:4]([CH2:14][C:15]2[CH:16]=[CH:17][CH:18]=[CH:19][C:20]=2[C:39]2[C:40]3[C:16](=[CH:17][CH:18]=[CH:19][CH:20]=3)[CH:15]=[C:14]([C:4]([NH2:3])=[O:42])[CH:38]=2)[N:3]=1. (8) Given the reactants C([O:5][C:6](=[O:45])[CH2:7][CH2:8][N:9](C(OC(C)(C)C)=O)[CH2:10][C:11]([N:13]1[C:21]2[C:16](=[CH:17][C:18]([O:22][CH2:23][C:24]3[CH:29]=[CH:28][C:27]([CH:30]4[CH2:33][CH2:32][CH2:31]4)=[C:26]([C:34]([F:37])([F:36])[F:35])[CH:25]=3)=[CH:19][CH:20]=2)[CH2:15][CH2:14]1)=[O:12])(C)(C)C.[C:46]([OH:52])([C:48]([F:51])([F:50])[F:49])=[O:47], predict the reaction product. The product is: [OH:52][C:46]([C:48]([F:51])([F:50])[F:49])=[O:47].[CH:30]1([C:27]2[CH:28]=[CH:29][C:24]([CH2:23][O:22][C:18]3[CH:17]=[C:16]4[C:21](=[CH:20][CH:19]=3)[N:13]([C:11](=[O:12])[CH2:10][NH:9][CH2:8][CH2:7][C:6]([OH:45])=[O:5])[CH2:14][CH2:15]4)=[CH:25][C:26]=2[C:34]([F:37])([F:35])[F:36])[CH2:31][CH2:32][CH2:33]1. (9) Given the reactants CC([Si](C)(C)[O:6][CH2:7][CH2:8][N:9]1[CH2:14][CH2:13][CH2:12][CH2:11][N:10]1[C:15]1[C:24]2[C:19](=[CH:20][CH:21]=[CH:22][CH:23]=2)[C:18]([C:25]#[N:26])=[CH:17][CH:16]=1)(C)C.C1(C)C=CC(S([O-])(=O)=O)=CC=1.[NH+]1C=CC=CC=1, predict the reaction product. The product is: [OH:6][CH2:7][CH2:8][N:9]1[CH2:14][CH2:13][CH2:12][CH2:11][N:10]1[C:15]1[C:24]2[C:19](=[CH:20][CH:21]=[CH:22][CH:23]=2)[C:18]([C:25]#[N:26])=[CH:17][CH:16]=1.